This data is from Full USPTO retrosynthesis dataset with 1.9M reactions from patents (1976-2016). The task is: Predict the reactants needed to synthesize the given product. (1) Given the product [C:12]([O:10][CH:3]1[CH:4]([CH:7]([CH3:8])[CH3:9])[CH2:5][CH2:6][CH:1]([CH3:11])[CH2:2]1)(=[O:14])[CH3:13].[CH:1]1([CH3:11])[CH2:6][CH2:5][CH:4]([CH:7]([CH3:8])[CH3:9])[CH:3]([OH:10])[CH2:2]1, predict the reactants needed to synthesize it. The reactants are: [CH:1]1([CH3:11])[CH2:6][CH2:5][CH:4]([CH:7]([CH3:9])[CH3:8])[CH:3]([OH:10])[CH2:2]1.[C:12](OC=C)(=[O:14])[CH3:13]. (2) Given the product [CH2:1]([O:3][C:4]([C:6]1[N:7]([S:28]([C:31]2[CH:32]=[CH:33][C:34]([CH3:37])=[CH:35][CH:36]=2)(=[O:30])=[O:29])[C:8]2[C:13]([CH:14]=1)=[CH:12][C:11]([CH:15]1[CH2:16][CH2:17][N:18]([C:21]([O:23][C:24]([CH3:26])([CH3:27])[CH3:25])=[O:22])[CH2:19][CH2:20]1)=[CH:10][CH:9]=2)=[O:5])[CH3:2], predict the reactants needed to synthesize it. The reactants are: [CH2:1]([O:3][C:4]([C:6]1[N:7]([S:28]([C:31]2[CH:36]=[CH:35][C:34]([CH3:37])=[CH:33][CH:32]=2)(=[O:30])=[O:29])[C:8]2[C:13]([CH:14]=1)=[CH:12][C:11]([C:15]1[CH2:16][CH2:17][N:18]([C:21]([O:23][C:24]([CH3:27])([CH3:26])[CH3:25])=[O:22])[CH2:19][CH:20]=1)=[CH:10][CH:9]=2)=[O:5])[CH3:2]. (3) Given the product [C:9]([C:12]1[CH:13]=[C:14]([CH:36]=[CH:37][CH:38]=1)[O:15][CH:16]([CH2:33][CH2:34][CH3:35])[C:17]([NH:19][C:20]1[CH:21]=[CH:22][C:23]([N:26]2[CH2:30][CH2:29][CH2:28][S:27]2(=[O:31])=[O:32])=[CH:24][CH:25]=1)=[O:18])(=[NH:8])[NH2:10].[C:2]([O-:5])(=[O:4])[CH3:3], predict the reactants needed to synthesize it. The reactants are: O.[C:2]([OH:5])(=[O:4])[CH3:3].CC1O[N:10]=[C:9]([C:12]2[CH:13]=[C:14]([CH:36]=[CH:37][CH:38]=2)[O:15][CH:16]([CH2:33][CH2:34][CH3:35])[C:17]([NH:19][C:20]2[CH:25]=[CH:24][C:23]([N:26]3[CH2:30][CH2:29][CH2:28][S:27]3(=[O:32])=[O:31])=[CH:22][CH:21]=2)=[O:18])[N:8]=1. (4) Given the product [ClH:70].[CH2:1]([O:8][C:9](=[O:35])[CH2:10][C@@H:11]([N:24]1[CH:28]=[CH:27][C:26]([C:29]2[CH:34]=[CH:33][C:46]([C:49]3[CH:54]=[CH:53][N:52]=[CH:51][CH:50]=3)=[CH:31][CH:30]=2)=[CH:25]1)[C:12]([OH:66])=[O:13])[C:2]1[CH:7]=[CH:6][CH:5]=[CH:4][CH:3]=1, predict the reactants needed to synthesize it. The reactants are: [CH2:1]([O:8][C:9](=[O:35])[CH2:10][C@@H:11]([N:24]1[CH:28]=[CH:27][C:26]([C:29]2[CH:34]=[CH:33]N=[CH:31][CH:30]=2)=[CH:25]1)[C:12](N[C@H](C(=O)NC)C(C)(C)C)=[O:13])[C:2]1[CH:7]=[CH:6][CH:5]=[CH:4][CH:3]=1.COC1C(C2C=C[C:46]([C:49]3[CH:54]=[CH:53][N:52]=[CH:51][CH:50]=3)=CC=2)CC(OC)O1.N1C=CC=CC=1.FC(F)(F)C(O)=[O:66].[Cl:70][Si](C)(C)C. (5) Given the product [OH:22][CH2:17][CH2:16][C:12]1[C:9]2[C:10]([CH3:11])=[C:6]([C:4]([O:3][CH2:1][CH3:2])=[O:5])[O:7][C:8]=2[CH:15]=[CH:14][CH:13]=1, predict the reactants needed to synthesize it. The reactants are: [CH2:1]([O:3][C:4]([C:6]1[O:7][C:8]2[CH:15]=[CH:14][CH:13]=[C:12]([CH:16]=[CH2:17])[C:9]=2[C:10]=1[CH3:11])=[O:5])[CH3:2].B.C1C[O:22]CC1.O.C([O-])([O-])=O.C([O-])([O-])=O.OO.OO.OO.[Na+].[Na+].[Na+].[Na+].